Dataset: Reaction yield outcomes from USPTO patents with 853,638 reactions. Task: Predict the reaction yield, written as a fraction of the theoretical maximum amount of product (1.0 means a 100% yield; for example, 0.34 means a 34% yield). (1) The reactants are Cl[C:2]1[CH:11]=[C:10]([Cl:12])[C:9]2[C:4](=[CH:5][CH:6]=[C:7]([O:13][C:14]([F:17])([F:16])[F:15])[CH:8]=2)[N:3]=1.[S:18]1(=[O:30])(=[O:29])[C:24]2[CH:25]=[CH:26][CH:27]=[CH:28][C:23]=2[CH2:22][NH:21][CH2:20][CH2:19]1. The catalyst is C(O)CCC. The product is [Cl:12][C:10]1[C:9]2[C:4](=[CH:5][CH:6]=[C:7]([O:13][C:14]([F:17])([F:16])[F:15])[CH:8]=2)[N:3]=[C:2]([N:21]2[CH2:22][C:23]3[CH:28]=[CH:27][CH:26]=[CH:25][C:24]=3[S:18](=[O:30])(=[O:29])[CH2:19][CH2:20]2)[CH:11]=1. The yield is 0.770. (2) The catalyst is C(Cl)Cl. The product is [Cl:1][C:2]1[CH:7]=[CH:6][C:5]([I:8])=[CH:4][C:3]=1[CH2:9][C:10]1[CH:11]=[CH:12][C:13]([OH:16])=[CH:14][CH:15]=1. The reactants are [Cl:1][C:2]1[CH:7]=[CH:6][C:5]([I:8])=[CH:4][C:3]=1[CH2:9][C:10]1[CH:15]=[CH:14][C:13]([O:16]C)=[CH:12][CH:11]=1.B(Br)(Br)Br. The yield is 0.880. (3) The reactants are [CH3:1][O:2][C:3]1[CH:4]=[C:5]([CH2:11][CH2:12][NH:13][C:14]2[N:22]=[C:21]3[C:17]([N:18]=[CH:19][NH:20]3)=[C:16]([N:23]3[CH2:28][CH2:27][O:26][CH2:25][CH2:24]3)[N:15]=2)[CH:6]=[CH:7][C:8]=1[O:9][CH3:10].[Br:29]Br. The catalyst is O1CCOCC1.O. The product is [Br:29][C:19]1[NH:20][C:21]2[C:17]([N:18]=1)=[C:16]([N:23]1[CH2:28][CH2:27][O:26][CH2:25][CH2:24]1)[N:15]=[C:14]([NH:13][CH2:12][CH2:11][C:5]1[CH:6]=[CH:7][C:8]([O:9][CH3:10])=[C:3]([O:2][CH3:1])[CH:4]=1)[N:22]=2. The yield is 0.750. (4) The reactants are [CH2:1]([O:8][C:9]1[CH:23]=[CH:22][C:12]2[CH:13]=[C:14]([C:16](O)([CH2:19][CH3:20])[CH2:17][CH3:18])[O:15][C:11]=2[CH:10]=1)[C:2]1[CH:7]=[CH:6][CH:5]=[CH:4][CH:3]=1.[C:24]1([CH3:31])[C:29]([OH:30])=[CH:28][CH:27]=[CH:26][CH:25]=1.B(F)(F)F.O(CC)CC. No catalyst specified. The product is [CH2:1]([O:8][C:9]1[CH:23]=[CH:22][C:12]2[CH:13]=[C:14]([C:16]([C:26]3[CH:27]=[CH:28][C:29]([OH:30])=[C:24]([CH3:31])[CH:25]=3)([CH2:19][CH3:20])[CH2:17][CH3:18])[O:15][C:11]=2[CH:10]=1)[C:2]1[CH:7]=[CH:6][CH:5]=[CH:4][CH:3]=1. The yield is 0.790. (5) The reactants are [OH-].[Na+].C([N:6]1[C:14]2[C:9](=[CH:10][C:11]([C:16]([O:18]C)=[O:17])=[C:12]([CH3:15])[CH:13]=2)[CH:8]=[N:7]1)(=O)C.[OH-].[Li+]. The catalyst is O1CCCC1.O. The product is [CH3:15][C:12]1[CH:13]=[C:14]2[C:9]([CH:8]=[N:7][NH:6]2)=[CH:10][C:11]=1[C:16]([OH:18])=[O:17]. The yield is 0.930. (6) The reactants are [C:1](Cl)(=O)[CH2:2][CH2:3][CH2:4][CH2:5][CH2:6][CH2:7][CH3:8].[CH3:11][NH:12][C:13](=[S:16])[NH:14][NH2:15].[OH-].[K+]. The catalyst is O1CCCC1. The product is [CH2:2]([C:1]1[N:12]([CH3:11])[C:13]([SH:16])=[N:14][N:15]=1)[CH2:3][CH2:4][CH2:5][CH2:6][CH2:7][CH3:8]. The yield is 0.900. (7) The catalyst is COCCOCCOC. The reactants are [CH3:1][O:2][C:3]([C:5]1[CH:13]=[C:12]2[C:8]([C:9]([C:16]([NH2:18])=[O:17])=[CH:10][N:11]2[CH2:14][CH3:15])=[CH:7][CH:6]=1)=[O:4].CO[CH:21](OC)[CH2:22]Br. The product is [CH2:14]([N:11]1[C:12]2[C:8](=[CH:7][CH:6]=[C:5]([C:3]([O:2][CH3:1])=[O:4])[CH:13]=2)[C:9]([C:16]2[O:17][CH:21]=[CH:22][N:18]=2)=[CH:10]1)[CH3:15]. The yield is 0.460. (8) The reactants are C[O:2][C:3](=[O:28])[C:4]([NH:7][C:8]1[CH:13]=[CH:12][CH:11]=[C:10]([CH:14]2[C:23]([CH3:25])([CH3:24])[CH2:22][C:21]3[C:16](=[CH:17][CH:18]=[C:19]([C:26]#[N:27])[CH:20]=3)[NH:15]2)[CH:9]=1)([CH3:6])[CH3:5].Cl. The catalyst is O1CCCC1.[OH-].[Li+].O. The product is [C:26]([C:19]1[CH:20]=[C:21]2[C:16](=[CH:17][CH:18]=1)[NH:15][CH:14]([C:10]1[CH:9]=[C:8]([NH:7][C:4]([CH3:6])([CH3:5])[C:3]([OH:28])=[O:2])[CH:13]=[CH:12][CH:11]=1)[C:23]([CH3:25])([CH3:24])[CH2:22]2)#[N:27]. The yield is 0.0700. (9) The reactants are [Br:1][C:2]1[CH:7]=[CH:6][C:5]([C:8]2[CH:13]=[CH:12][CH:11]=[C:10]([O:14]C)[C:9]=2[O:16]C)=[CH:4][CH:3]=1.B(Br)(Br)Br.C(Cl)Cl. The catalyst is C1(C)C=CC=CC=1. The product is [Br:1][C:2]1[CH:3]=[CH:4][C:5]([C:8]2[CH:13]=[CH:12][CH:11]=[C:10]([OH:14])[C:9]=2[OH:16])=[CH:6][CH:7]=1. The yield is 1.00. (10) The product is [Cl:17][C:18]1[C:27]2[C:22](=[CH:23][C:24]([O:30][CH:32]3[CH2:37][CH2:36][N:35]([C:38]([O:40][C:41]([CH3:44])([CH3:43])[CH3:42])=[O:39])[CH2:34][CH2:33]3)=[C:25]([O:28][CH3:29])[CH:26]=2)[N:21]=[CH:20][N:19]=1. The catalyst is C(Cl)Cl. The yield is 0.934. The reactants are CC(OC(/N=N/C(OC(C)(C)C)=O)=O)(C)C.[Cl:17][C:18]1[C:27]2[C:22](=[CH:23][C:24]([OH:30])=[C:25]([O:28][CH3:29])[CH:26]=2)[N:21]=[CH:20][N:19]=1.O[CH:32]1[CH2:37][CH2:36][N:35]([C:38]([O:40][C:41]([CH3:44])([CH3:43])[CH3:42])=[O:39])[CH2:34][CH2:33]1.C1(P(C2C=CC=CC=2)C2C=CC=CC=2)C=CC=CC=1.